Dataset: Full USPTO retrosynthesis dataset with 1.9M reactions from patents (1976-2016). Task: Predict the reactants needed to synthesize the given product. (1) The reactants are: [CH2:1]([O:8][C:9]1[CH:16]=[CH:15][C:12]([CH:13]=[O:14])=[CH:11][C:10]=1[OH:17])[C:2]1[CH:7]=[CH:6][CH:5]=[CH:4][CH:3]=1.C([O-])([O-])=O.[K+].[K+].Br[CH2:25][CH:26]1[CH2:28][CH2:27]1. Given the product [CH2:1]([O:8][C:9]1[CH:16]=[CH:15][C:12]([CH:13]=[O:14])=[CH:11][C:10]=1[O:17][CH2:25][CH:26]1[CH2:28][CH2:27]1)[C:2]1[CH:3]=[CH:4][CH:5]=[CH:6][CH:7]=1, predict the reactants needed to synthesize it. (2) Given the product [F:1][C:2]1[CH:3]=[C:4]([C:8]2[NH:41][C:38]3[C:39]([C:9]=2[CH2:10][CH2:11][CH2:12][N:13]2[CH2:18][CH2:17][CH:16]([C:19]4[CH:20]=[C:21]([NH:25][C:26](=[O:30])[CH:27]([CH3:28])[CH3:29])[CH:22]=[CH:23][CH:24]=4)[CH2:15][CH2:14]2)=[CH:40][C:35]([O:34][CH3:33])=[CH:36][CH:37]=3)[CH:5]=[CH:6][CH:7]=1, predict the reactants needed to synthesize it. The reactants are: [F:1][C:2]1[CH:3]=[C:4]([C:8](=O)[CH2:9][CH2:10][CH2:11][CH2:12][N:13]2[CH2:18][CH2:17][CH:16]([C:19]3[CH:20]=[C:21]([NH:25][C:26](=[O:30])[CH:27]([CH3:29])[CH3:28])[CH:22]=[CH:23][CH:24]=3)[CH2:15][CH2:14]2)[CH:5]=[CH:6][CH:7]=1.Cl.[CH3:33][O:34][C:35]1[CH:40]=[CH:39][C:38]([NH:41]N)=[CH:37][CH:36]=1. (3) Given the product [Br:8][C:5]1[CH:6]=[CH:7][C:2]([N:9]2[CH2:13][CH2:12][O:16][C:10]2=[O:14])=[N:3][CH:4]=1, predict the reactants needed to synthesize it. The reactants are: Br[C:2]1[CH:7]=[CH:6][C:5]([Br:8])=[CH:4][N:3]=1.[NH:9]1[CH2:13][CH2:12]C[C:10]1=[O:14].C([O-])([O-])=[O:16].[K+].[K+].CN(C)CCN(C)C. (4) The reactants are: [CH3:1][CH:2]1[C:7](=O)[CH2:6][CH2:5][CH2:4][C:3]1=[O:9].[Cl:10][C:11]1[C:17]([N+:18]([O-:20])=[O:19])=[CH:16][CH:15]=[CH:14][C:12]=1[NH2:13]. Given the product [Cl:10][C:11]1[C:17]([N+:18]([O-:20])=[O:19])=[CH:16][CH:15]=[CH:14][C:12]=1[NH:13][C:7]1[CH2:6][CH2:5][CH2:4][C:3](=[O:9])[C:2]=1[CH3:1], predict the reactants needed to synthesize it. (5) Given the product [Cl:1][C:2]1[N:3]=[CH:4][C:5]2[CH2:6][CH2:7][CH2:8][C:9](=[O:15])[C:10]=2[CH:11]=1, predict the reactants needed to synthesize it. The reactants are: [Cl:1][C:2]1[N:3]=[CH:4][C:5]2[CH2:6][CH2:7][CH2:8]/[C:9](=N\O)/[C:10]=2[CH:11]=1.C(=O)([O-])[O-:15].[Na+].[Na+]. (6) The reactants are: [CH3:1][S:2]([C:5]1[CH:10]=[CH:9][C:8]([C:11]2[CH:12]=[C:13]3[CH2:19][CH:18]([CH:20]4[CH2:25][CH2:24][N:23]([C:26]#[N:27])[CH2:22][CH2:21]4)[O:17][C:14]3=[CH:15][N:16]=2)=[CH:7][CH:6]=1)(=[O:4])=[O:3].Cl.[NH2:29][OH:30].C(=O)([O-])[O-].[K+].[K+].C(O)C. Given the product [OH:30][NH:29][C:26]([N:23]1[CH2:24][CH2:25][CH:20]([CH:18]2[O:17][C:14]3=[CH:15][N:16]=[C:11]([C:8]4[CH:9]=[CH:10][C:5]([S:2]([CH3:1])(=[O:4])=[O:3])=[CH:6][CH:7]=4)[CH:12]=[C:13]3[CH2:19]2)[CH2:21][CH2:22]1)=[NH:27], predict the reactants needed to synthesize it. (7) Given the product [Br:1][C:2]1[CH:3]=[C:4]([C:16]([NH:19][CH2:20][C:21]2[C:22](=[O:30])[NH:23][C:24]([CH3:29])=[CH:25][C:26]=2[CH2:27][CH3:28])=[O:18])[C:5]2[CH:6]=[N:7][N:8]([CH:11]3[CH2:12][CH2:13][CH2:14][CH2:15]3)[C:9]=2[CH:10]=1, predict the reactants needed to synthesize it. The reactants are: [Br:1][C:2]1[CH:3]=[C:4]([C:16]([OH:18])=O)[C:5]2[CH:6]=[N:7][N:8]([CH:11]3[CH2:15][CH2:14][CH2:13][CH2:12]3)[C:9]=2[CH:10]=1.[NH2:19][CH2:20][C:21]1[C:22](=[O:30])[NH:23][C:24]([CH3:29])=[CH:25][C:26]=1[CH2:27][CH3:28].Cl.ON1C2N=CC=CC=2N=N1.CN1CCOCC1.C(Cl)CCl.C([O-])([O-])=O.[K+].[K+].